From a dataset of Full USPTO retrosynthesis dataset with 1.9M reactions from patents (1976-2016). Predict the reactants needed to synthesize the given product. (1) Given the product [F:11][C:4]1[CH:3]=[C:2]([C:15]2[CH:20]=[CH:19][N:18]=[CH:17][CH:16]=2)[CH:10]=[CH:9][C:5]=1[N:6]([CH3:8])[CH3:7], predict the reactants needed to synthesize it. The reactants are: Br[C:2]1[CH:10]=[CH:9][C:5]([N:6]([CH3:8])[CH3:7])=[C:4]([F:11])[CH:3]=1.C(B(CC)[C:15]1[CH:20]=[CH:19][N:18]=[CH:17][CH:16]=1)C. (2) Given the product [CH:1]1([CH2:6][CH:7]([N:11]2[C:16](=[O:17])[CH:15]=[C:14]([O:18][C:19]3[C:20]([CH3:25])=[N:21][CH:22]=[CH:23][CH:24]=3)[CH:13]=[N:12]2)[C:8]([NH:26][C:27]2[CH:31]=[CH:30][N:29]([CH2:32][C:33]([OH:35])([CH3:34])[CH3:36])[N:28]=2)=[O:10])[CH2:5][CH2:4][CH2:3][CH2:2]1, predict the reactants needed to synthesize it. The reactants are: [CH:1]1([CH2:6][CH:7]([N:11]2[C:16](=[O:17])[CH:15]=[C:14]([O:18][C:19]3[C:20]([CH3:25])=[N:21][CH:22]=[CH:23][CH:24]=3)[CH:13]=[N:12]2)[C:8]([OH:10])=O)[CH2:5][CH2:4][CH2:3][CH2:2]1.[NH2:26][C:27]1[CH:31]=[CH:30][N:29]([CH2:32][C:33]([CH3:36])([OH:35])[CH3:34])[N:28]=1.